From a dataset of Catalyst prediction with 721,799 reactions and 888 catalyst types from USPTO. Predict which catalyst facilitates the given reaction. (1) Reactant: [Br:1][C:2]1[CH:7]=[CH:6][C:5]([C:8]2[CH:13]=[CH:12][C:11]([O:14][CH2:15][C:16]3[C:17]([O:22][CH3:23])=[N:18][CH:19]=[CH:20][CH:21]=3)=[CH:10][CH:9]=2)=[CH:4][CH:3]=1.C1C=C(Cl)C=C(C(OO)=[O:32])C=1. Product: [Br:1][C:2]1[CH:3]=[CH:4][C:5]([C:8]2[CH:9]=[CH:10][C:11]([O:14][CH2:15][C:16]3[C:17]([O:22][CH3:23])=[N+:18]([O-:32])[CH:19]=[CH:20][CH:21]=3)=[CH:12][CH:13]=2)=[CH:6][CH:7]=1. The catalyst class is: 4. (2) Reactant: [C:1]1(=[O:8])[CH2:7][CH2:6][CH2:5][CH2:4][CH2:3][CH2:2]1.C[O-].[Na+].[CH:12](OCC)=[O:13].Cl. Product: [OH:13][CH:12]=[C:2]1[CH2:3][CH2:4][CH2:5][CH2:6][CH2:7][C:1]1=[O:8]. The catalyst class is: 27. (3) Reactant: [Cl:1][C:2]1[CH:7]=[CH:6][CH:5]=[CH:4][C:3]=1[C:8]([C:20]1[CH:25]=[CH:24][CH:23]=[CH:22][C:21]=1[Cl:26])(O)[C:9]1[S:13][C:12]([C:14]([O:16][CH2:17][CH3:18])=[O:15])=[CH:11][CH:10]=1.B(F)(F)F.O(CC)CC.C([SiH](CC)CC)C. Product: [Cl:26][C:21]1[CH:22]=[CH:23][CH:24]=[CH:25][C:20]=1[CH:8]([C:3]1[CH:4]=[CH:5][CH:6]=[CH:7][C:2]=1[Cl:1])[C:9]1[S:13][C:12]([C:14]([O:16][CH2:17][CH3:18])=[O:15])=[CH:11][CH:10]=1. The catalyst class is: 4. (4) Reactant: [NH:1]1[C:5]2[CH:6]=[CH:7][CH:8]=[CH:9][C:4]=2[N:3]=[N:2]1.[CH2:10]([NH:17][CH2:18][CH2:19][C:20]([O:22][CH2:23][CH3:24])=[O:21])[C:11]1[CH:16]=[CH:15][CH:14]=[CH:13][CH:12]=1.[CH2:25]=O. Product: [CH2:23]([O:22][C:20](=[O:21])[CH2:19][CH2:18][N:17]([CH2:25][N:1]1[C:5]2[CH:6]=[CH:7][CH:8]=[CH:9][C:4]=2[N:3]=[N:2]1)[CH2:10][C:11]1[CH:16]=[CH:15][CH:14]=[CH:13][CH:12]=1)[CH3:24]. The catalyst class is: 5. (5) Reactant: [CH3:1][O:2][CH:3]([O:23][CH3:24])[C:4]1[S:8][C:7]([C:9]2[CH:10]=[C:11]3[C:15](=[CH:16][CH:17]=2)[C:14](=[O:18])[N:13]([CH2:19][CH2:20][CH2:21][OH:22])[CH2:12]3)=[CH:6][CH:5]=1.C(N(CC)CC)C.[CH3:32][S:33](Cl)(=[O:35])=[O:34]. Product: [CH3:32][S:33]([O:22][CH2:21][CH2:20][CH2:19][N:13]1[CH2:12][C:11]2[C:15](=[CH:16][CH:17]=[C:9]([C:7]3[S:8][C:4]([CH:3]([O:2][CH3:1])[O:23][CH3:24])=[CH:5][CH:6]=3)[CH:10]=2)[C:14]1=[O:18])(=[O:35])=[O:34]. The catalyst class is: 49. (6) Reactant: C1N=CN(C(N2C=NC=C2)=O)C=1.[O:13]1[C:17]2([CH2:22][CH2:21][CH:20]([C:23]([OH:25])=O)[CH2:19][CH2:18]2)[O:16][CH2:15][CH2:14]1.C(=O)=O.Cl.[CH3:30][O:31][NH:32][CH3:33]. Product: [CH3:30][O:31][N:32]([CH3:33])[C:23]([CH:20]1[CH2:19][CH2:18][C:17]2([O:13][CH2:14][CH2:15][O:16]2)[CH2:22][CH2:21]1)=[O:25]. The catalyst class is: 2. (7) Reactant: [CH3:1][O:2][C:3](=[O:22])[CH:4]([C:13]1[CH:18]=[CH:17][C:16]([C:19]#[N:20])=[CH:15][C:14]=1[Cl:21])[N:5]1[C:9]([CH2:10][CH2:11][OH:12])=[CH:8][N:7]=[CH:6]1.CCN(CC)CC.[CH3:30][S:31](Cl)(=[O:33])=[O:32]. The catalyst class is: 2. Product: [CH3:1][O:2][C:3](=[O:22])[CH:4]([C:13]1[CH:18]=[CH:17][C:16]([C:19]#[N:20])=[CH:15][C:14]=1[Cl:21])[N:5]1[C:9]([CH2:10][CH2:11][O:12][S:31]([CH3:30])(=[O:33])=[O:32])=[CH:8][N:7]=[CH:6]1. (8) Reactant: [OH:1][C:2]1[C:3]([C:17]([NH:19][CH2:20][C:21]([O:23]CC)=[O:22])=[O:18])=[C:4]2[C:9](=[CH:10][C:11]=1[C:12]1[CH:16]=[CH:15][S:14][CH:13]=1)[N:8]=[CH:7][CH:6]=[N:5]2.[OH-].[Na+]. Product: [OH:1][C:2]1[C:3]([C:17]([NH:19][CH2:20][C:21]([OH:23])=[O:22])=[O:18])=[C:4]2[C:9](=[CH:10][C:11]=1[C:12]1[CH:16]=[CH:15][S:14][CH:13]=1)[N:8]=[CH:7][CH:6]=[N:5]2. The catalyst class is: 8.